Dataset: Full USPTO retrosynthesis dataset with 1.9M reactions from patents (1976-2016). Task: Predict the reactants needed to synthesize the given product. Given the product [CH2:15]([O:12][CH2:11][C:3]1[CH:4]=[CH:5][C:6]([N+:8]([O-:10])=[O:9])=[CH:7][C:2]=1[NH2:1])[CH:14]=[CH2:13], predict the reactants needed to synthesize it. The reactants are: [NH2:1][C:2]1[CH:7]=[C:6]([N+:8]([O-:10])=[O:9])[CH:5]=[CH:4][C:3]=1[CH2:11][OH:12].[CH3:13][C:14]([O-])(C)[CH3:15].[K+].C(Br)C=C.